From a dataset of Forward reaction prediction with 1.9M reactions from USPTO patents (1976-2016). Predict the product of the given reaction. Given the reactants [Br:1][C:2]1[CH:10]=[CH:9][C:5]([C:6]([OH:8])=O)=[CH:4][C:3]=1[O:11][CH3:12].C(=O)([O-])[O-].[K+].[K+].Cl.[O:20]1[CH2:23][CH:22]([NH2:24])[CH2:21]1.CN(C(ON1N=NC2C=CC=CC1=2)=[N+](C)C)C.[B-](F)(F)(F)F.C(=O)(O)[O-].[Na+], predict the reaction product. The product is: [Br:1][C:2]1[CH:10]=[CH:9][C:5]([C:6]([NH:24][CH:22]2[CH2:23][O:20][CH2:21]2)=[O:8])=[CH:4][C:3]=1[O:11][CH3:12].